From a dataset of Reaction yield outcomes from USPTO patents with 853,638 reactions. Predict the reaction yield, written as a fraction of the theoretical maximum amount of product (1.0 means a 100% yield; for example, 0.34 means a 34% yield). (1) The reactants are [Cl:1][C:2]1[CH:3]=[C:4]2[C:9](=[CH:10][C:11]=1[O:12][C:13]1[CH:21]=[CH:20][C:16]([C:17]([OH:19])=O)=[CH:15][CH:14]=1)[O:8][CH2:7][CH2:6][CH:5]2[C:22]([O:24][CH2:25][CH3:26])=[O:23].O.ON1C2C=CC=CC=2N=N1.[Br:38][C:39]1[CH:44]=[CH:43][C:42]([CH2:45][CH2:46][NH2:47])=[C:41]([Cl:48])[CH:40]=1.Cl.C(N=C=NCCCN(C)C)C. The product is [Br:38][C:39]1[CH:44]=[CH:43][C:42]([CH2:45][CH2:46][NH:47][C:17]([C:16]2[CH:15]=[CH:14][C:13]([O:12][C:11]3[CH:10]=[C:9]4[C:4]([CH:5]([C:22]([O:24][CH2:25][CH3:26])=[O:23])[CH2:6][CH2:7][O:8]4)=[CH:3][C:2]=3[Cl:1])=[CH:21][CH:20]=2)=[O:19])=[C:41]([Cl:48])[CH:40]=1. The yield is 0.600. The catalyst is CN(C)C=O.O. (2) The reactants are C(O[C:6]([N:8]1[CH2:13][CH2:12][C:11](=[C:14]([C:21]2[CH:26]=[CH:25][CH:24]=[CH:23][CH:22]=2)[C:15]2[NH:19][N:18]=[C:17]([CH3:20])[CH:16]=2)[CH2:10][CH2:9]1)=[O:7])(C)(C)C.C(O)(C(F)(F)F)=O.Cl.[CH3:35][O:36][C:37]1[CH:45]=[N:44][C:43]([N:46]2[CH:50]=[C:49]([CH3:51])[N:48]=[N:47]2)=[C:42]2[C:38]=1[C:39]([C:52](=[O:56])C(O)=O)=[CH:40][NH:41]2.C(N(CC)CC)(C)C.C1N(P(Cl)(N2C(=O)OCC2)=O)C(=O)OC1. The catalyst is C(Cl)Cl. The product is [C:21]1([C:14](=[C:11]2[CH2:12][CH2:13][N:8]([C:6](=[O:7])[C:52]([C:39]3[C:38]4[C:42](=[C:43]([N:46]5[CH:50]=[C:49]([CH3:51])[N:48]=[N:47]5)[N:44]=[CH:45][C:37]=4[O:36][CH3:35])[NH:41][CH:40]=3)=[O:56])[CH2:9][CH2:10]2)[C:15]2[NH:19][N:18]=[C:17]([CH3:20])[CH:16]=2)[CH:26]=[CH:25][CH:24]=[CH:23][CH:22]=1. The yield is 0.440. (3) The reactants are C(#N)C.[NH2:4][C:5]1[N:13]=[C:12]2[C:8]([N:9]=[CH:10][N:11]2[C@@H:14]2[O:26][C@H:25]([CH2:27][O:28][C:29](=[O:31])[CH3:30])[C@@H:20]([O:21][C:22](=[O:24])[CH3:23])[C@H:15]2[O:16][C:17](=[O:19])[CH3:18])=[C:7](O)[N:6]=1.O=P(Cl)(Cl)[Cl:35].CN(C)C1C=CC=CC=1. The catalyst is [N+](CC)(CC)(CC)CC.[Cl-].ClCCCl. The product is [NH2:4][C:5]1[N:13]=[C:12]2[C:8]([N:9]=[CH:10][N:11]2[C@@H:14]2[O:26][C@H:25]([CH2:27][O:28][C:29](=[O:31])[CH3:30])[C@@H:20]([O:21][C:22](=[O:24])[CH3:23])[C@H:15]2[O:16][C:17](=[O:19])[CH3:18])=[C:7]([Cl:35])[N:6]=1. The yield is 0.819. (4) The reactants are [NH2:1][C:2]1[CH:3]=[CH:4][C:5](Br)=[C:6]2[C:11]=1[C:10](=[O:12])[N:9]([CH3:13])[CH:8]=[CH:7]2. The catalyst is CO.C(O)(=O)C.C(Cl)Cl.[Pd]. The product is [NH2:1][C:2]1[CH:3]=[CH:4][CH:5]=[C:6]2[C:11]=1[C:10](=[O:12])[N:9]([CH3:13])[CH:8]=[CH:7]2. The yield is 0.230. (5) The reactants are [CH3:1][O:2][C:3]1[CH:8]=[CH:7][C:6]([C:9]2[C:14]([C:15]3[CH:20]=[CH:19][C:18]([O:21][CH3:22])=[CH:17][CH:16]=3)=[N:13][N:12]([CH2:23][CH2:24]O)[C:11](=[O:26])[CH:10]=2)=[CH:5][CH:4]=1.[Cl-].[NH:28]1[CH2:33][CH2:32][O:31][CH2:30][CH2:29]1. No catalyst specified. The product is [CH3:1][O:2][C:3]1[CH:8]=[CH:7][C:6]([C:9]2[C:14]([C:15]3[CH:16]=[CH:17][C:18]([O:21][CH3:22])=[CH:19][CH:20]=3)=[N:13][N:12]([CH2:23][CH2:24][N:28]3[CH2:33][CH2:32][O:31][CH2:30][CH2:29]3)[C:11](=[O:26])[CH:10]=2)=[CH:5][CH:4]=1. The yield is 0.426. (6) The reactants are [Br:1][C:2]1[CH:3]=[C:4]([C:9]2[CH:14]=[CH:13][C:12]([C:15]([O:17][CH2:18][CH3:19])=[O:16])=[CH:11][CH:10]=2)[CH:5]=[CH:6][C:7]=1[OH:8].[H-].[Na+].Br[CH2:23][CH2:24][CH2:25][O:26][Si:27]([C:30]([CH3:33])([CH3:32])[CH3:31])([CH3:29])[CH3:28]. The catalyst is CN(C)C=O. The product is [Br:1][C:2]1[CH:3]=[C:4]([C:9]2[CH:14]=[CH:13][C:12]([C:15]([O:17][CH2:18][CH3:19])=[O:16])=[CH:11][CH:10]=2)[CH:5]=[CH:6][C:7]=1[O:8][CH2:23][CH2:24][CH2:25][O:26][Si:27]([C:30]([CH3:31])([CH3:33])[CH3:32])([CH3:28])[CH3:29]. The yield is 0.640. (7) The reactants are [S:1](Cl)([CH3:4])(=[O:3])=[O:2].[CH2:6]([OH:24])[CH2:7][O:8][CH2:9][CH2:10][O:11][CH2:12][CH2:13][O:14][CH2:15][CH2:16][O:17][CH2:18][CH2:19][O:20][CH2:21][CH2:22][OH:23]. The catalyst is C(Cl)Cl. The product is [CH3:4][S:1]([O:23][CH2:22][CH2:21][O:20][CH2:19][CH2:18][O:17][CH2:16][CH2:15][O:14][CH2:13][CH2:12][O:11][CH2:10][CH2:9][O:8][CH2:7][CH2:6][OH:24])(=[O:3])=[O:2]. The yield is 0.510. (8) The reactants are [CH2:1]([O:8][C:9]1[C:14]([Br:15])=[CH:13][C:12]([CH:16]([C:18]2[CH:23]=[CH:22][C:21]([CH2:24][CH3:25])=[CH:20][CH:19]=2)O)=[C:11]([CH3:26])[CH:10]=1)[C:2]1[CH:7]=[CH:6][CH:5]=[CH:4][CH:3]=1.[SiH](CC)(CC)CC.C(=O)(O)[O-].[Na+]. The catalyst is C(Cl)(Cl)Cl. The product is [CH2:1]([O:8][C:9]1[CH:10]=[C:11]([CH3:26])[C:12]([CH2:16][C:18]2[CH:23]=[CH:22][C:21]([CH2:24][CH3:25])=[CH:20][CH:19]=2)=[CH:13][C:14]=1[Br:15])[C:2]1[CH:7]=[CH:6][CH:5]=[CH:4][CH:3]=1. The yield is 0.820.